Dataset: Catalyst prediction with 721,799 reactions and 888 catalyst types from USPTO. Task: Predict which catalyst facilitates the given reaction. (1) Reactant: C[C:2]1([N:9]=[N:10][C:11]2[CH:20]=[CH:19][C:18]3[C:13](=[CH:14][C:15]([O:21][CH3:22])=[CH:16][CH:17]=3)[CH:12]=2)[C:6](=O)[CH:5]=[C:4](C)[O:3]1.Cl. Product: [OH:3][C:2]1[CH:6]=[C:5]([CH3:4])[N:10]([C:11]2[CH:20]=[CH:19][C:18]3[C:13](=[CH:14][C:15]([O:21][CH3:22])=[CH:16][CH:17]=3)[CH:12]=2)[N:9]=1. The catalyst class is: 15. (2) Reactant: [BH4-].[Na+].[O:3]=[C:4]1[CH2:10][CH2:9][N:8]([C:11]([O:13][CH2:14][C:15]2[CH:20]=[CH:19][CH:18]=[CH:17][CH:16]=2)=[O:12])[CH2:7][CH2:6][CH:5]1[C:21]([O:23][CH2:24][CH3:25])=[O:22].C(OCC)(=O)C.CCCCCC. Product: [OH:3][CH:4]1[CH2:10][CH2:9][N:8]([C:11]([O:13][CH2:14][C:15]2[CH:20]=[CH:19][CH:18]=[CH:17][CH:16]=2)=[O:12])[CH2:7][CH2:6][CH:5]1[C:21]([O:23][CH2:24][CH3:25])=[O:22]. The catalyst class is: 14.